From a dataset of Reaction yield outcomes from USPTO patents with 853,638 reactions. Predict the reaction yield, written as a fraction of the theoretical maximum amount of product (1.0 means a 100% yield; for example, 0.34 means a 34% yield). (1) The product is [CH2:16]([N:18]1[CH2:27][CH2:26][C:25]2[C:20](=[C:21]([O:29][CH3:30])[CH:22]=[C:23]([O:8][S:1]([C:4]([F:7])([F:6])[F:5])(=[O:3])=[O:2])[CH:24]=2)[CH2:19]1)[CH3:17]. The reactants are [S:1]([O:8]S(C(F)(F)F)(=O)=O)([C:4]([F:7])([F:6])[F:5])(=[O:3])=[O:2].[CH2:16]([N:18]1[CH2:27][CH2:26][C:25]2[C:20](=[C:21]([O:29][CH3:30])[CH:22]=[C:23](O)[CH:24]=2)[CH2:19]1)[CH3:17].N1C=CC=CC=1. The catalyst is C(Cl)Cl. The yield is 0.630. (2) The reactants are [CH2:1]([NH:6][C:7]1[CH:15]=[CH:14][CH:13]=[C:9]([C:10]([OH:12])=O)[C:8]=1[C:16]([OH:18])=O)[CH2:2][CH2:3][CH2:4][CH3:5].Cl.[NH2:20][CH:21]1[CH2:26][CH2:25][C:24](=[O:27])[NH:23][C:22]1=[O:28]. The catalyst is C(O)(=O)C. The product is [O:28]=[C:22]1[CH:21]([N:20]2[C:16](=[O:18])[C:8]3[C:9](=[CH:13][CH:14]=[CH:15][C:7]=3[NH:6][CH2:1][CH2:2][CH2:3][CH2:4][CH3:5])[C:10]2=[O:12])[CH2:26][CH2:25][C:24](=[O:27])[NH:23]1. The yield is 0.530.